From a dataset of Full USPTO retrosynthesis dataset with 1.9M reactions from patents (1976-2016). Predict the reactants needed to synthesize the given product. (1) The reactants are: [NH2:1][C:2]1[S:3][C:4]([C:17]2[CH:22]=[CH:21][CH:20]=[C:19]([F:23])[CH:18]=2)=[C:5]([C:7]([N:9]2[C@H:14]([CH2:15][NH2:16])[CH2:13][C@H:12]3[C@@H:10]2[CH2:11]3)=[O:8])[N:6]=1.[CH3:24][N:25]1[C:29]([C:30](O)=[O:31])=[CH:28][C:27]([CH3:33])=[N:26]1. Given the product [NH2:1][C:2]1[S:3][C:4]([C:17]2[CH:22]=[CH:21][CH:20]=[C:19]([F:23])[CH:18]=2)=[C:5]([C:7]([N:9]2[C@H:14]([CH2:15][NH:16][C:30]([C:29]3[N:25]([CH3:24])[N:26]=[C:27]([CH3:33])[CH:28]=3)=[O:31])[CH2:13][C@H:12]3[C@@H:10]2[CH2:11]3)=[O:8])[N:6]=1, predict the reactants needed to synthesize it. (2) Given the product [Cl:44][C:45]1[CH:50]=[CH:49][C:48]([CH2:51][C:52]([NH:2][CH2:3][C:4]2[CH:12]=[CH:11][CH:10]=[C:9]3[C:5]=2[C:6](=[O:22])[N:7]([CH:14]2[CH2:19][CH2:18][C:17](=[O:20])[NH:16][C:15]2=[O:21])[C:8]3=[O:13])=[O:53])=[CH:47][CH:46]=1, predict the reactants needed to synthesize it. The reactants are: Cl.[NH2:2][CH2:3][C:4]1[CH:12]=[CH:11][CH:10]=[C:9]2[C:5]=1[C:6](=[O:22])[N:7]([CH:14]1[CH2:19][CH2:18][C:17](=[O:20])[NH:16][C:15]1=[O:21])[C:8]2=[O:13].N12CCCN=C1CCCCC2.ON1C2C=CC=CC=2N=N1.[Cl:44][C:45]1[CH:50]=[CH:49][C:48]([CH2:51][C:52](O)=[O:53])=[CH:47][CH:46]=1.Cl.CN(C)CCCN=C=NCC. (3) Given the product [Cl:1][C:2]1[CH:3]=[C:4]2[C:9](=[CH:10][C:11]=1[C:12]([N:71]1[CH2:72][CH2:73][CH2:74][CH:69]([CH2:68][N:63]3[CH2:64][CH2:65][CH2:66][CH2:67]3)[CH2:70]1)=[O:13])[N:8]=[CH:7][N:6]=[C:5]2[NH:15][CH:16]([C:18]1[NH:22][C:21]2[CH:23]=[CH:24][C:25]([Cl:27])=[CH:26][C:20]=2[N:19]=1)[CH3:17], predict the reactants needed to synthesize it. The reactants are: [Cl:1][C:2]1[CH:3]=[C:4]2[C:9](=[CH:10][C:11]=1[C:12](O)=[O:13])[N:8]=[CH:7][N:6]=[C:5]2[NH:15][CH:16]([C:18]1[NH:22][C:21]2[CH:23]=[CH:24][C:25]([Cl:27])=[CH:26][C:20]=2[N:19]=1)[CH3:17].FC1C(OC(N(C)C)=[N+](C)C)=C(F)C(F)=C(F)C=1F.F[P-](F)(F)(F)(F)F.C(N(C(C)C)CC)(C)C.[N:63]1([CH2:68][CH:69]2[CH2:74][CH2:73][CH2:72][NH:71][CH2:70]2)[CH2:67][CH2:66][CH2:65][CH2:64]1.